Task: Predict the product of the given reaction.. Dataset: Forward reaction prediction with 1.9M reactions from USPTO patents (1976-2016) Given the reactants [Br:1][C:2]1[N:7]2[C:8]([CH3:14])=[N:9][C:10]([N+:11]([O-])=O)=[C:6]2[CH:5]=[CH:4][CH:3]=1.[F:15][C:16]([F:27])([F:26])[C:17](O[C:17](=[O:18])[C:16]([F:27])([F:26])[F:15])=[O:18], predict the reaction product. The product is: [Br:1][C:2]1[N:7]2[C:8]([CH3:14])=[N:9][C:10]([NH:11][C:17](=[O:18])[C:16]([F:27])([F:26])[F:15])=[C:6]2[CH:5]=[CH:4][CH:3]=1.